From a dataset of Forward reaction prediction with 1.9M reactions from USPTO patents (1976-2016). Predict the product of the given reaction. Given the reactants [F:1][C:2]1[CH:7]=[CH:6][C:5]([C:8](=[O:10])[CH3:9])=[CH:4][C:3]=1[O:11][CH3:12].[N+:13]([O-])([OH:15])=[O:14], predict the reaction product. The product is: [F:1][C:2]1[C:3]([O:11][CH3:12])=[CH:4][C:5]([C:8](=[O:10])[CH3:9])=[C:6]([N+:13]([O-:15])=[O:14])[CH:7]=1.